This data is from Full USPTO retrosynthesis dataset with 1.9M reactions from patents (1976-2016). The task is: Predict the reactants needed to synthesize the given product. (1) Given the product [Br:24][C:25]1[CH:30]=[CH:29][C:28]([S:31]([N:13]2[CH2:12][CH2:11][C:6]3([CH2:5][N:4]([CH:1]4[CH2:2][CH2:3]4)[C:9](=[O:10])[CH2:8][CH2:7]3)[CH2:15][CH2:14]2)(=[O:33])=[O:32])=[CH:27][CH:26]=1, predict the reactants needed to synthesize it. The reactants are: [CH:1]1([N:4]2[C:9](=[O:10])[CH2:8][CH2:7][C:6]3([CH2:15][CH2:14][N:13](C(OC(C)(C)C)=O)[CH2:12][CH2:11]3)[CH2:5]2)[CH2:3][CH2:2]1.Cl.[Br:24][C:25]1[CH:30]=[CH:29][C:28]([S:31](Cl)(=[O:33])=[O:32])=[CH:27][CH:26]=1. (2) Given the product [CH3:38][N:39]([CH3:40])[C:36](=[O:23])[N:33]([CH3:32])[CH2:34][CH2:35][CH2:18][O:17][C:5]1[CH:6]=[CH:7][C:8]2[C:9]([C:13]([F:14])([F:15])[F:16])=[N:10][O:11][C:12]=2[C:4]=1[CH2:1][CH2:2][CH3:3], predict the reactants needed to synthesize it. The reactants are: [CH2:1]([C:4]1[C:12]2[O:11][N:10]=[C:9]([C:13]([F:16])([F:15])[F:14])[C:8]=2[CH:7]=[CH:6][C:5]=1[O:17][CH2:18]CCNC)[CH2:2][CH3:3].[O:23]=C(Cl)OC(Cl)(Cl)Cl.C[CH2:32][N:33]([CH2:36]C)[CH2:34][CH3:35].[CH3:38][NH:39][CH3:40]. (3) The reactants are: Cl.N[C@H]1CCCC[C@H]1CNCCO.[F:14][C:15]1[CH:20]=[C:19]([F:21])[CH:18]=[CH:17][C:16]=1[CH2:22][NH:23][C:24]([C:26]1[C:27](=[O:56])[C:28]([O:48]CC2C=CC=CC=2)=[C:29]2[C:45](=[O:46])[N:33]3[CH:34]4[CH:39]([CH2:40][N:41]([CH2:42][CH2:43][OH:44])[CH:32]3[CH2:31][N:30]2[CH:47]=1)[CH2:38][CH2:37][CH2:36][CH2:35]4)=[O:25]. Given the product [F:14][C:15]1[CH:20]=[C:19]([F:21])[CH:18]=[CH:17][C:16]=1[CH2:22][NH:23][C:24]([C:26]1[C:27](=[O:56])[C:28]([OH:48])=[C:29]2[C:45](=[O:46])[N:33]3[CH:34]4[CH:39]([CH2:40][N:41]([CH2:42][CH2:43][OH:44])[CH:32]3[CH2:31][N:30]2[CH:47]=1)[CH2:38][CH2:37][CH2:36][CH2:35]4)=[O:25], predict the reactants needed to synthesize it. (4) Given the product [ClH:25].[ClH:25].[F:22][C:17]1[CH:16]=[C:15]([CH:6]([C:7]2[CH:12]=[CH:11][C:10]([CH2:13][N:36]3[CH2:37][CH2:38][CH:33]([C:30]4[CH:29]=[N:28][C:27]([F:26])=[CH:32][CH:31]=4)[CH2:34][CH2:35]3)=[CH:9][N:8]=2)[NH2:5])[CH:20]=[CH:19][C:18]=1[F:21], predict the reactants needed to synthesize it. The reactants are: OC(C)(C)CO/[N:5]=[C:6](/[C:15]1[CH:20]=[CH:19][C:18]([F:21])=[C:17]([F:22])[CH:16]=1)\[C:7]1[CH:12]=[CH:11][C:10]([CH2:13]O)=[CH:9][N:8]=1.[ClH:25].[F:26][C:27]1[CH:32]=[CH:31][C:30]([CH:33]2[CH2:38][CH2:37][NH:36][CH2:35][CH2:34]2)=[CH:29][N:28]=1. (5) Given the product [CH2:1]([O:3][C:4]1[CH:20]=[CH:19][C:7]2[CH:8]3[CH2:18][CH2:17][C:12](=[O:13])[CH2:11][CH:9]3[O:10][C:6]=2[C:5]=1[F:21])[CH3:2], predict the reactants needed to synthesize it. The reactants are: [CH2:1]([O:3][C:4]1[CH:20]=[CH:19][C:7]2[CH:8]3[CH2:18][CH2:17][C:12]4(OCC[O:13]4)[CH2:11][CH:9]3[O:10][C:6]=2[C:5]=1[F:21])[CH3:2].C(O)=O.O. (6) Given the product [F:1][C:2]1[CH:7]=[C:6]([F:8])[CH:5]=[CH:4][C:3]=1[CH2:9][CH2:10][C:11]1[CH:12]=[CH:13][C:14]([S:17]([C:20]2[CH:21]=[C:22]([CH:23]=[CH:24][CH:25]=2)[CH:26]=[O:27])(=[O:18])=[O:19])=[CH:15][CH:16]=1, predict the reactants needed to synthesize it. The reactants are: [F:1][C:2]1[CH:7]=[C:6]([F:8])[CH:5]=[CH:4][C:3]=1[CH2:9][CH2:10][C:11]1[CH:16]=[CH:15][C:14]([S:17]([C:20]2[CH:21]=[C:22]([CH2:26][OH:27])[CH:23]=[CH:24][CH:25]=2)(=[O:19])=[O:18])=[CH:13][CH:12]=1.C(=O)C1C=CC=CC=1.C[N+]1([O-])CCOCC1. (7) The reactants are: Br[C:2]1[S:10][C:9]2[C:8](=[O:11])[N:7]([CH:12]3[CH2:17][CH2:16][N:15]([C:18]([O:20][C:21]([CH3:24])([CH3:23])[CH3:22])=[O:19])[CH2:14][CH2:13]3)[C:6](=[O:25])[N:5]([CH2:26][C:27]3[N:28]=[N:29][N:30]([CH2:32][CH3:33])[N:31]=3)[C:4]=2[CH:3]=1.[CH3:34][O:35][C:36]1[CH:41]=[CH:40][C:39]([O:42][CH3:43])=[CH:38][C:37]=1B(O)O.C(=O)([O-])[O-].[Cs+].[Cs+]. Given the product [CH3:34][O:35][C:36]1[CH:41]=[CH:40][C:39]([O:42][CH3:43])=[CH:38][C:37]=1[C:2]1[S:10][C:9]2[C:8](=[O:11])[N:7]([CH:12]3[CH2:13][CH2:14][N:15]([C:18]([O:20][C:21]([CH3:22])([CH3:24])[CH3:23])=[O:19])[CH2:16][CH2:17]3)[C:6](=[O:25])[N:5]([CH2:26][C:27]3[N:28]=[N:29][N:30]([CH2:32][CH3:33])[N:31]=3)[C:4]=2[CH:3]=1, predict the reactants needed to synthesize it. (8) Given the product [NH:34]1[C:35]2[C:40](=[CH:39][CH:38]=[CH:37][CH:36]=2)[C:32]([CH2:31][CH2:30][NH:29][C:18](=[O:19])[C@@H:17]([NH:16][C:14](=[O:15])[CH2:13][C:6]2[C:5]3[C:9](=[CH:10][CH:11]=[C:3]([O:2][CH3:1])[CH:4]=3)[NH:8][C:7]=2[CH3:12])[CH2:21][CH2:22][CH2:23][CH2:24][CH2:25][C:26](=[O:28])[CH3:27])=[CH:33]1, predict the reactants needed to synthesize it. The reactants are: [CH3:1][O:2][C:3]1[CH:4]=[C:5]2[C:9](=[CH:10][CH:11]=1)[NH:8][C:7]([CH3:12])=[C:6]2[CH2:13][C:14]([NH:16][C@@H:17]([CH2:21][CH2:22][CH2:23][CH2:24][CH2:25][C:26](=[O:28])[CH3:27])[C:18](O)=[O:19])=[O:15].[NH2:29][CH2:30][CH2:31][C:32]1[C:40]2[C:35](=[CH:36][CH:37]=[CH:38][CH:39]=2)[NH:34][CH:33]=1. (9) Given the product [Cl:13][C:14]1[N:19]=[C:18]([NH:1][C:2]2[CH:6]=[C:5]([C:7]([CH3:10])([CH3:9])[CH3:8])[O:4][N:3]=2)[CH:17]=[CH:16][N:15]=1, predict the reactants needed to synthesize it. The reactants are: [NH2:1][C:2]1[CH:6]=[C:5]([C:7]([CH3:10])([CH3:9])[CH3:8])[O:4][N:3]=1.[H-].[Na+].[Cl:13][CH:14]1[N:19](Cl)[CH:18]=[CH:17][CH:16]=[N:15]1.